This data is from Reaction yield outcomes from USPTO patents with 853,638 reactions. The task is: Predict the reaction yield, written as a fraction of the theoretical maximum amount of product (1.0 means a 100% yield; for example, 0.34 means a 34% yield). (1) The reactants are [CH3:1][O:2][C:3]1[CH:4]=[C:5]2[C:10](=[CH:11][CH:12]=1)[N:9]=[CH:8][CH:7]=[CH:6]2.C([O-])=O.[NH4+]. The catalyst is CO.[Pd]. The product is [CH3:1][O:2][C:3]1[CH:4]=[C:5]2[C:10](=[CH:11][CH:12]=1)[NH:9][CH2:8][CH2:7][CH2:6]2. The yield is 0.890. (2) The reactants are [CH3:1][C:2]1[CH:11]=[CH:10][C:5]2[N:6]=[C:7]([NH2:9])[S:8][C:4]=2[CH:3]=1.[F:12][C:13]([F:24])([F:23])[C:14]1[CH:15]=[C:16]([CH:20]=[CH:21][CH:22]=1)[C:17](Cl)=[O:18].C[O:26][C:27]1[CH:36]=CC2N=C(N)SC=2C=1.ClC1C=C(C=CC=1)C(Cl)=[O:42]. No catalyst specified. The product is [CH3:1][C:2]1[CH:11]=[CH:10][C:5]2[N:6]([CH2:36][C:27]([OH:26])=[O:42])[C:7](=[N:9][C:17](=[O:18])[C:16]3[CH:20]=[CH:21][CH:22]=[C:14]([C:13]([F:24])([F:23])[F:12])[CH:15]=3)[S:8][C:4]=2[CH:3]=1. The yield is 0.360. (3) The reactants are C[O:2][C:3]([C:5]1[S:12][C:11]2[C:10]([CH:13]3[CH2:18][CH2:17][CH2:16][CH2:15][CH2:14]3)=[C:9]([C:19]3[CH:20]=[C:21]4[C:26](=[CH:27][CH:28]=3)[N:25]=[C:24]([C:29]3[S:33][C:32]([CH3:34])=[N:31][C:30]=3[CH3:35])[CH:23]=[CH:22]4)[NH:8][C:7]=2[CH:6]=1)=[O:4].[H-].[Na+].Cl[CH2:39][C:40]([N:42]1[CH2:47][CH2:46][O:45][CH2:44][CH2:43]1)=[O:41].[Li+].[OH-].Cl. The catalyst is CO.C1COCC1.CN(C=O)C. The product is [CH:13]1([C:10]2[C:11]3[S:12][C:5]([C:3]([OH:4])=[O:2])=[CH:6][C:7]=3[N:8]([CH2:39][C:40]([N:42]3[CH2:47][CH2:46][O:45][CH2:44][CH2:43]3)=[O:41])[C:9]=2[C:19]2[CH:20]=[C:21]3[C:26](=[CH:27][CH:28]=2)[N:25]=[C:24]([C:29]2[S:33][C:32]([CH3:34])=[N:31][C:30]=2[CH3:35])[CH:23]=[CH:22]3)[CH2:14][CH2:15][CH2:16][CH2:17][CH2:18]1. The yield is 0.390. (4) The reactants are C(O)(C(F)(F)F)=O.O[CH2:9][CH2:10][C:11]1[CH:16]=[CH:15][C:14]([O:17][C:18](=[O:27])[N:19]([CH3:26])[C:20]2[CH:25]=[CH:24][CH:23]=[CH:22][CH:21]=2)=[CH:13][CH:12]=1.[SH:28][C:29]1[N:30]([CH3:34])[CH:31]=[CH:32][N:33]=1. No catalyst specified. The product is [CH3:34][N:30]1[CH:31]=[CH:32][N:33]=[C:29]1[S:28][CH2:9][CH2:10][C:11]1[CH:16]=[CH:15][C:14]([O:17][C:18](=[O:27])[N:19]([CH3:26])[C:20]2[CH:25]=[CH:24][CH:23]=[CH:22][CH:21]=2)=[CH:13][CH:12]=1. The yield is 0.370. (5) The reactants are [CH2:1]([S:8][CH2:9][C@H:10]([NH:14][C:15]([N:17]1[CH2:22][CH2:21][O:20][CH2:19][CH2:18]1)=[O:16])[C:11]([OH:13])=O)[C:2]1[CH:7]=[CH:6][CH:5]=[CH:4][CH:3]=1.[F:23][C:24]([F:38])([F:37])[O:25][C:26]1[CH:31]=[CH:30][C:29]([NH:32][CH2:33][C@@H:34]([NH2:36])[CH3:35])=[CH:28][CH:27]=1.CN(C(ON1N=NC2C=CC=NC1=2)=[N+](C)C)C.F[P-](F)(F)(F)(F)F.CCN(C(C)C)C(C)C. The catalyst is C(Cl)Cl. The product is [CH2:1]([S:8][CH2:9][C@H:10]([NH:14][C:15]([N:17]1[CH2:22][CH2:21][O:20][CH2:19][CH2:18]1)=[O:16])[C:11](=[O:13])[NH:36][C@@H:34]([CH3:35])[CH2:33][NH:32][C:29]1[CH:28]=[CH:27][C:26]([O:25][C:24]([F:23])([F:37])[F:38])=[CH:31][CH:30]=1)[C:2]1[CH:3]=[CH:4][CH:5]=[CH:6][CH:7]=1. The yield is 0.0500. (6) The reactants are [CH3:1][S:2]([O:5][CH2:6][CH2:7][N:8]([CH2:33][CH2:34][I:35])[C:9]1[C:14]([C:15]([NH:17][CH2:18][CH2:19][O:20]C2CCCCO2)=[O:16])=[CH:13][C:12]([N+:27]([O-:29])=[O:28])=[CH:11][C:10]=1[N+:30]([O-:32])=[O:31])(=[O:4])=[O:3]. The catalyst is CO.CS(O)(=O)=O. The product is [CH3:1][S:2]([O:5][CH2:6][CH2:7][N:8]([CH2:33][CH2:34][I:35])[C:9]1[C:10]([N+:30]([O-:32])=[O:31])=[CH:11][C:12]([N+:27]([O-:29])=[O:28])=[CH:13][C:14]=1[C:15]([NH:17][CH2:18][CH2:19][OH:20])=[O:16])(=[O:3])=[O:4]. The yield is 0.960. (7) The reactants are [Si:1]([O:18][CH2:19][CH2:20][N:21]1[CH2:26][CH2:25][N:24]([C:27](=O)[CH2:28][C@@H:29]([NH:38][C:39]2[CH:44]=[CH:43][C:42]([S:45]([NH2:48])(=[O:47])=[O:46])=[CH:41][C:40]=2[S:49]([C:52]([F:55])([F:54])[F:53])(=[O:51])=[O:50])[CH2:30][S:31][C:32]2[CH:37]=[CH:36][CH:35]=[CH:34][CH:33]=2)[CH2:23][CH2:22]1)([C:14]([CH3:17])([CH3:16])[CH3:15])([C:8]1[CH:13]=[CH:12][CH:11]=[CH:10][CH:9]=1)[C:2]1[CH:7]=[CH:6][CH:5]=[CH:4][CH:3]=1.B.C1COCC1. The catalyst is C1COCC1.N.CO. The product is [Si:1]([O:18][CH2:19][CH2:20][N:21]1[CH2:26][CH2:25][N:24]([CH2:27][CH2:28][C@@H:29]([NH:38][C:39]2[CH:44]=[CH:43][C:42]([S:45]([NH2:48])(=[O:46])=[O:47])=[CH:41][C:40]=2[S:49]([C:52]([F:54])([F:53])[F:55])(=[O:50])=[O:51])[CH2:30][S:31][C:32]2[CH:37]=[CH:36][CH:35]=[CH:34][CH:33]=2)[CH2:23][CH2:22]1)([C:14]([CH3:15])([CH3:16])[CH3:17])([C:8]1[CH:9]=[CH:10][CH:11]=[CH:12][CH:13]=1)[C:2]1[CH:7]=[CH:6][CH:5]=[CH:4][CH:3]=1. The yield is 0.250. (8) The reactants are [NH2:1][C:2]1[C:11]([NH2:12])=[CH:10][C:9]([Br:13])=[CH:8][C:3]=1[C:4]([O:6][CH3:7])=[O:5].[CH:14]1([C:17](=N)OCC)[CH2:16][CH2:15]1. The catalyst is CO. The product is [Br:13][C:9]1[CH:8]=[C:3]([C:4]([O:6][CH3:7])=[O:5])[C:2]2[N:1]=[C:17]([CH:14]3[CH2:16][CH2:15]3)[NH:12][C:11]=2[CH:10]=1. The yield is 0.980. (9) The reactants are C[O:2][C:3]([C:5]1[CH:6]=[N:7][N:8]([C:13]([CH3:16])([CH3:15])[CH3:14])[C:9]=1[CH:10]1[CH2:12][CH2:11]1)=[O:4].[Li+].[OH-]. The catalyst is CO.O. The product is [C:13]([N:8]1[C:9]([CH:10]2[CH2:12][CH2:11]2)=[C:5]([C:3]([OH:4])=[O:2])[CH:6]=[N:7]1)([CH3:16])([CH3:14])[CH3:15]. The yield is 0.920.